Dataset: Forward reaction prediction with 1.9M reactions from USPTO patents (1976-2016). Task: Predict the product of the given reaction. (1) Given the reactants [O:1]=[C:2]1[CH2:7][CH2:6][N:5]([C:8]([O:10][C:11]([CH3:14])([CH3:13])[CH3:12])=[O:9])[CH2:4][CH2:3]1.[CH3:15][Mg]Br, predict the reaction product. The product is: [OH:1][C:2]1([CH3:15])[CH2:3][CH2:4][N:5]([C:8]([O:10][C:11]([CH3:14])([CH3:13])[CH3:12])=[O:9])[CH2:6][CH2:7]1. (2) Given the reactants CCN(C(C)C)C(C)C.[C:18](O[C:18]([O:20][C:21]([CH3:24])([CH3:23])[CH3:22])=[O:19])([O:20][C:21]([CH3:24])([CH3:23])[CH3:22])=[O:19].[Br:25][C:26]1[CH:35]=[C:34]([CH2:36][CH3:37])[CH:33]=[C:32]2[C:27]=1[CH2:28][CH2:29][CH2:30][C@@H:31]2[NH:38][CH2:39][C@@H:40]([OH:55])[C@@H:41]([NH:51][C:52](=[O:54])[CH3:53])[CH2:42][C:43]1[CH:48]=[C:47]([F:49])[CH:46]=[C:45]([F:50])[CH:44]=1, predict the reaction product. The product is: [C:21]([O:20][C:18](=[O:19])[N:38]([CH2:39][C@@H:40]([OH:55])[C@@H:41]([NH:51][C:52](=[O:54])[CH3:53])[CH2:42][C:43]1[CH:44]=[C:45]([F:50])[CH:46]=[C:47]([F:49])[CH:48]=1)[C@@H:31]1[C:32]2[C:27](=[C:26]([Br:25])[CH:35]=[C:34]([CH2:36][CH3:37])[CH:33]=2)[CH2:28][CH2:29][CH2:30]1)([CH3:22])([CH3:23])[CH3:24]. (3) Given the reactants F[C:2]1[N:7]=[C:6]([N:8]([CH3:21])[C:9]2[CH:14]=[CH:13][N:12]=[C:11]([C:15]3[CH:20]=[CH:19][CH:18]=[CH:17][CH:16]=3)[N:10]=2)[CH:5]=[CH:4][N:3]=1.[NH2:22][C:23]([CH3:34])([CH3:33])[CH2:24][NH:25][C:26](=[O:32])[O:27][C:28]([CH3:31])([CH3:30])[CH3:29], predict the reaction product. The product is: [CH3:34][C:23]([NH:22][C:2]1[N:7]=[C:6]([N:8]([CH3:21])[C:9]2[CH:14]=[CH:13][N:12]=[C:11]([C:15]3[CH:20]=[CH:19][CH:18]=[CH:17][CH:16]=3)[N:10]=2)[CH:5]=[CH:4][N:3]=1)([CH3:33])[CH2:24][NH:25][C:26](=[O:32])[O:27][C:28]([CH3:30])([CH3:29])[CH3:31]. (4) Given the reactants [CH3:1][C:2]1[N:3]([C:8]2[N:13]=[C:12]([CH2:14][C:15]([OH:17])=O)[CH:11]=[CH:10][N:9]=2)[C:4]([CH3:7])=[CH:5][CH:6]=1.Cl.[NH:19]1[C:27]2[C:22](=[CH:23][C:24]([NH:28][C:29]([C:31]3[C:32]([C:37]4[CH:42]=[CH:41][C:40]([CH3:43])=[CH:39][CH:38]=4)=[CH:33][CH:34]=[CH:35][CH:36]=3)=[O:30])=[CH:25][CH:26]=2)[CH2:21][CH2:20]1.ON1C2C=CC=CC=2N=N1.Cl.CN(C)CCCN=C=NCC, predict the reaction product. The product is: [CH3:7][C:4]1[N:3]([C:8]2[N:13]=[C:12]([CH2:14][C:15]([N:19]3[C:27]4[C:22](=[CH:23][C:24]([NH:28][C:29]([C:31]5[C:32]([C:37]6[CH:38]=[CH:39][C:40]([CH3:43])=[CH:41][CH:42]=6)=[CH:33][CH:34]=[CH:35][CH:36]=5)=[O:30])=[CH:25][CH:26]=4)[CH2:21][CH2:20]3)=[O:17])[CH:11]=[CH:10][N:9]=2)[C:2]([CH3:1])=[CH:6][CH:5]=1.